From a dataset of Catalyst prediction with 721,799 reactions and 888 catalyst types from USPTO. Predict which catalyst facilitates the given reaction. (1) Reactant: FC(F)(F)C(O)=O.C(OC(=O)[NH:14][C:15]1[C:20]([Br:21])=[CH:19][N:18]2[CH:22]=[C:23]([C:25]3[CH:30]=[CH:29][CH:28]=[CH:27][CH:26]=3)[N:24]=[C:17]2[CH:16]=1)(C)(C)C. Product: [Br:21][C:20]1[C:15]([NH2:14])=[CH:16][C:17]2[N:18]([CH:22]=[C:23]([C:25]3[CH:30]=[CH:29][CH:28]=[CH:27][CH:26]=3)[N:24]=2)[CH:19]=1. The catalyst class is: 2. (2) Reactant: [O:1]1[C:10]2[C:5](=[CH:6][C:7]([C:11]3[C:16]([CH:17]4[CH2:19][CH2:18]4)=[CH:15][C:14]([NH:20][S:21]([CH3:24])(=[O:23])=[O:22])=[C:13]([CH3:25])[C:12]=3[CH:26]([O:31][CH:32]3[CH2:34][CH2:33]3)[C:27]([O:29]C)=[O:28])=[CH:8][CH:9]=2)[CH2:4][CH2:3][CH2:2]1.[OH-].[Na+]. The catalyst class is: 8. Product: [O:1]1[C:10]2[C:5](=[CH:6][C:7]([C:11]3[C:16]([CH:17]4[CH2:18][CH2:19]4)=[CH:15][C:14]([NH:20][S:21]([CH3:24])(=[O:23])=[O:22])=[C:13]([CH3:25])[C:12]=3[CH:26]([O:31][CH:32]3[CH2:33][CH2:34]3)[C:27]([OH:29])=[O:28])=[CH:8][CH:9]=2)[CH2:4][CH2:3][CH2:2]1. (3) Reactant: [NH:1]1[C:5]2=[N:6][N:7]=[CH:8][CH:9]=[C:4]2[CH:3]=[N:2]1.[I:10]I.[OH-].[K+].Br[CH2:15][C:16]([O:18][CH3:19])=[O:17]. Product: [I:10][C:3]1[C:4]2[C:5](=[N:6][N:7]=[CH:8][CH:9]=2)[N:1]([CH2:15][C:16]([O:18][CH3:19])=[O:17])[N:2]=1. The catalyst class is: 31. (4) Reactant: [OH:1][CH2:2][CH2:3][NH:4][CH2:5][CH2:6][NH:7][CH2:8][CH2:9][OH:10].[O:11](C(OC(C)(C)C)=O)[C:12]([O:14][C:15]([CH3:18])([CH3:17])[CH3:16])=O. Product: [C:12]([N:4]([CH2:3][CH2:2][OH:1])[CH2:5][CH2:6][N:7]([C:12]([O:14][C:15]([CH3:18])([CH3:17])[CH3:16])=[O:11])[CH2:8][CH2:9][OH:10])([O:14][C:15]([CH3:18])([CH3:17])[CH3:16])=[O:11]. The catalyst class is: 5. (5) Reactant: [Cl:1][C:2]1[CH:7]=[CH:6][C:5]([C:8]2[CH:13]=[CH:12][CH:11]=[CH:10][C:9]=2[C@H:14]([OH:30])[CH:15]2[CH2:20][CH2:19][N:18]([C:21]3[CH:29]=[CH:28][C:24]([C:25](O)=[O:26])=[CH:23][CH:22]=3)[CH2:17][CH2:16]2)=[CH:4][CH:3]=1.[Si:31]([O:48][C@@H:49]([CH2:86][F:87])[CH2:50][N:51]1[CH2:56][CH2:55][N:54]([CH2:57][CH2:58][C@@H:59]([NH:68][C:69]2[CH:74]=[CH:73][C:72]([S:75]([NH2:78])(=[O:77])=[O:76])=[CH:71][C:70]=2[S:79]([C:82]([F:85])([F:84])[F:83])(=[O:81])=[O:80])[CH2:60][S:61][C:62]2[CH:67]=[CH:66][CH:65]=[CH:64][CH:63]=2)[CH2:53][CH2:52]1)([C:44]([CH3:47])([CH3:46])[CH3:45])([C:38]1[CH:43]=[CH:42][CH:41]=[CH:40][CH:39]=1)[C:32]1[CH:37]=[CH:36][CH:35]=[CH:34][CH:33]=1.[Si](O[C@H](CF)CN1CCN(CC[C@@H](NC2C=CC(S(N)(=O)=O)=CC=2S(C(F)(F)F)(=O)=O)CSC2C=CC=CC=2)CC1)(C(C)(C)C)(C1C=CC=CC=1)C1C=CC=CC=1.C(Cl)CCl. Product: [Si:31]([O:48][CH:49]([CH2:86][F:87])[CH2:50][N:51]1[CH2:56][CH2:55][N:54]([CH2:57][CH2:58][C@@H:59]([NH:68][C:69]2[CH:74]=[CH:73][C:72]([S:75]([NH:78][C:25](=[O:26])[C:24]3[CH:28]=[CH:29][C:21]([N:18]4[CH2:19][CH2:20][CH:15]([C@H:14]([C:9]5[CH:10]=[CH:11][CH:12]=[CH:13][C:8]=5[C:5]5[CH:4]=[CH:3][C:2]([Cl:1])=[CH:7][CH:6]=5)[OH:30])[CH2:16][CH2:17]4)=[CH:22][CH:23]=3)(=[O:77])=[O:76])=[CH:71][C:70]=2[S:79]([C:82]([F:84])([F:83])[F:85])(=[O:80])=[O:81])[CH2:60][S:61][C:62]2[CH:67]=[CH:66][CH:65]=[CH:64][CH:63]=2)[CH2:53][CH2:52]1)([C:44]([CH3:45])([CH3:46])[CH3:47])([C:38]1[CH:39]=[CH:40][CH:41]=[CH:42][CH:43]=1)[C:32]1[CH:37]=[CH:36][CH:35]=[CH:34][CH:33]=1. The catalyst class is: 142. (6) Reactant: C(OC([NH:8][C@:9]([C:18]1[O:22][C:21]([C:23]2[CH:24]=[C:25]([C:37]([OH:39])=[O:38])[CH:26]=[C:27]([C:29]3[CH:34]=[CH:33][CH:32]=[CH:31][C:30]=3[C:35]#[N:36])[CH:28]=2)=[N:20][N:19]=1)([CH3:17])[CH2:10][C:11]1[CH:16]=[CH:15][CH:14]=[CH:13][CH:12]=1)=O)(C)(C)C.Cl. The catalyst class is: 12. Product: [NH2:8][C:9]([C:18]1[O:22][C:21]([C:23]2[CH:24]=[C:25]([C:37]([OH:39])=[O:38])[CH:26]=[C:27]([C:29]3[CH:34]=[CH:33][CH:32]=[CH:31][C:30]=3[C:35]#[N:36])[CH:28]=2)=[N:20][N:19]=1)([CH3:17])[CH2:10][C:11]1[CH:16]=[CH:15][CH:14]=[CH:13][CH:12]=1. (7) Reactant: [CH3:1][C:2]1[S:3][C:4]([NH:10][C:11]2[CH:16]=[CH:15][CH:14]=[CH:13][C:12]=2[N+:17]([O-:19])=[O:18])=[C:5]([C:7]([NH2:9])=O)[N:6]=1.O=P(Cl)(Cl)Cl. Product: [CH3:1][C:2]1[S:3][C:4]([NH:10][C:11]2[CH:16]=[CH:15][CH:14]=[CH:13][C:12]=2[N+:17]([O-:19])=[O:18])=[C:5]([C:7]#[N:9])[N:6]=1. The catalyst class is: 11. (8) Reactant: [F:1][C:2]([F:17])([F:16])[C:3]1[CH:4]=[C:5]([CH:9]=[C:10]([C:12]([F:15])([F:14])[F:13])[CH:11]=1)[C:6](Cl)=[O:7].[Cl:18][C:19]1[N:24]=[CH:23][C:22]([NH:25][CH3:26])=[C:21]([C:27]2[CH:32]=[CH:31][CH:30]=[CH:29][C:28]=2[CH3:33])[CH:20]=1.CCN(C(C)C)C(C)C. Product: [Cl:18][C:19]1[N:24]=[CH:23][C:22]([N:25]([CH3:26])[C:6](=[O:7])[C:5]2[CH:4]=[C:3]([C:2]([F:17])([F:16])[F:1])[CH:11]=[C:10]([C:12]([F:15])([F:14])[F:13])[CH:9]=2)=[C:21]([C:27]2[CH:32]=[CH:31][CH:30]=[CH:29][C:28]=2[CH3:33])[CH:20]=1. The catalyst class is: 1. (9) The catalyst class is: 14. Reactant: [CH3:1][C:2]1[CH:3]=[CH:4][C:5]([C:21]([NH:23][C:24]2[CH:25]=[C:26]([C:36]([F:39])([F:38])[F:37])[CH:27]=[C:28]([N:30]3[CH:34]=[N:33][C:32]([CH3:35])=[CH:31]3)[CH:29]=2)=[O:22])=[CH:6][C:7]=1[NH:8][C:9]1[N:10]=[CH:11][CH:12]=[C:13]([C:15]2[CH:16]=[CH:17][CH:18]=[N:19][CH:20]=2)[N:14]=1.CC(OC)(C)C.[C:46]([OH:53])(=[O:52])/[CH:47]=[CH:48]\[C:49]([OH:51])=[O:50]. Product: [CH3:1][C:2]1[CH:3]=[CH:4][C:5]([C:21]([NH:23][C:24]2[CH:25]=[C:26]([C:36]([F:38])([F:39])[F:37])[CH:27]=[C:28]([N:30]3[CH:34]=[N:33][C:32]([CH3:35])=[CH:31]3)[CH:29]=2)=[O:22])=[CH:6][C:7]=1[NH:8][C:9]1[N:10]=[CH:11][CH:12]=[C:13]([C:15]2[CH:16]=[CH:17][CH:18]=[N:19][CH:20]=2)[N:14]=1.[C:46]([O-:53])(=[O:52])/[CH:47]=[CH:48]\[C:49]([O-:51])=[O:50]. (10) Reactant: [Cl:1][C:2]1[C:3]([C:31]2[C:39]3[C:34](=[CH:35][CH:36]=[CH:37][CH:38]=3)[N:33]([S:40]([C:43]3[CH:48]=[CH:47][CH:46]=[CH:45][CH:44]=3)(=[O:42])=[O:41])[CH:32]=2)=[N:4][C:5]([NH:8][C@@H:9]2[CH2:14][CH2:13][CH2:12][C@H:11]([NH:15][CH2:16][C:17]3[CH:22]=[CH:21][C:20]([NH:23][C:24](=[O:30])[O:25][C:26]([CH3:29])([CH3:28])[CH3:27])=[CH:19][CH:18]=3)[CH2:10]2)=[N:6][CH:7]=1.C=O.[CH3:51]C(O)=O.[BH-](OC(C)=O)(OC(C)=O)OC(C)=O.[Na+]. Product: [Cl:1][C:2]1[C:3]([C:31]2[C:39]3[C:34](=[CH:35][CH:36]=[CH:37][CH:38]=3)[N:33]([S:40]([C:43]3[CH:48]=[CH:47][CH:46]=[CH:45][CH:44]=3)(=[O:42])=[O:41])[CH:32]=2)=[N:4][C:5]([NH:8][C@@H:9]2[CH2:14][CH2:13][CH2:12][C@H:11]([N:15]([CH2:16][C:17]3[CH:22]=[CH:21][C:20]([NH:23][C:24](=[O:30])[O:25][C:26]([CH3:29])([CH3:28])[CH3:27])=[CH:19][CH:18]=3)[CH3:51])[CH2:10]2)=[N:6][CH:7]=1. The catalyst class is: 326.